From a dataset of Peptide-MHC class I binding affinity with 185,985 pairs from IEDB/IMGT. Regression. Given a peptide amino acid sequence and an MHC pseudo amino acid sequence, predict their binding affinity value. This is MHC class I binding data. (1) The peptide sequence is LKFSLPFPFLYKFLL. The MHC is HLA-B40:02 with pseudo-sequence HLA-B40:02. The binding affinity (normalized) is 0.0547. (2) The peptide sequence is YQVPFVQAF. The MHC is HLA-A11:01 with pseudo-sequence HLA-A11:01. The binding affinity (normalized) is 0.213. (3) The peptide sequence is FMNEDHWFS. The MHC is HLA-A02:01 with pseudo-sequence HLA-A02:01. The binding affinity (normalized) is 0.789. (4) The peptide sequence is RYPLTLGW. The MHC is HLA-B44:02 with pseudo-sequence HLA-B44:02. The binding affinity (normalized) is 0.